Predict the reactants needed to synthesize the given product. From a dataset of Retrosynthesis with 50K atom-mapped reactions and 10 reaction types from USPTO. (1) The reactants are: CCCCCCCCCCC(C)O.O=C(Cl)Cl. Given the product CCCCCCCCCCC(C)OC(=O)Cl, predict the reactants needed to synthesize it. (2) Given the product Cc1cc(C#N)ccc1-c1cnn(-c2ccc(C(=O)N3CCN(C4CC4)[C@@H](C)C3)cn2)c1O, predict the reactants needed to synthesize it. The reactants are: C[C@H]1CNCCN1C1CC1.Cc1cc(C#N)ccc1-c1cnn(-c2ccc(C(=O)O)cn2)c1O. (3) Given the product O=C(NC[C@H](NC(=O)c1sc(C(=O)NCc2cccc(O)c2)cc1C(F)(F)F)C(=O)O)c1cccs1, predict the reactants needed to synthesize it. The reactants are: COC(=O)[C@H](CNC(=O)c1cccs1)NC(=O)c1sc(C(=O)NCc2cccc(O)c2)cc1C(F)(F)F. (4) Given the product CC1NC(=O)NN=C1c1ccc2c(c1)CCC(=O)N2CCO, predict the reactants needed to synthesize it. The reactants are: CC1NC(=O)NN=C1c1ccc2c(c1)CCC(=O)N2CCOCc1ccccc1. (5) The reactants are: CC(=O)N1CCNCC1C.O=C(O)c1cn(C2CC2)c2cc(F)c(F)c(NCc3ccccc3)c2c1=O. Given the product CC(=O)N1CCN(c2cc3c(c(NCc4ccccc4)c2F)c(=O)c(C(=O)O)cn3C2CC2)CC1C, predict the reactants needed to synthesize it. (6) Given the product COc1ccccc1N1CCN(C2CCN(c3csc4ccccc34)CC2)CC1, predict the reactants needed to synthesize it. The reactants are: Brc1csc2ccccc12.COc1ccccc1N1CCN(C2CCNCC2)CC1.